Dataset: Reaction yield outcomes from USPTO patents with 853,638 reactions. Task: Predict the reaction yield, written as a fraction of the theoretical maximum amount of product (1.0 means a 100% yield; for example, 0.34 means a 34% yield). The reactants are [NH2:1][C:2]1[CH:3]=[N:4][C:5]2[C:10]([C:11]=1[NH:12][CH2:13][C:14]1[CH:19]=[CH:18][CH:17]=[CH:16][CH:15]=1)=[CH:9][CH:8]=[CH:7][CH:6]=2.[C:20](O)(=O)[CH2:21][OH:22].[OH-].[NH4+]. The catalyst is Cl. The product is [C:14]1([CH2:13][N:12]2[C:11]3[C:10]4[CH:9]=[CH:8][CH:7]=[CH:6][C:5]=4[N:4]=[CH:3][C:2]=3[N:1]=[C:20]2[CH2:21][OH:22])[CH:19]=[CH:18][CH:17]=[CH:16][CH:15]=1. The yield is 0.820.